From a dataset of Full USPTO retrosynthesis dataset with 1.9M reactions from patents (1976-2016). Predict the reactants needed to synthesize the given product. (1) Given the product [C:2]1([C:1]2[NH:9][CH2:10][C:11]3[C:12](=[CH:13][CH:14]=[C:15]([N+:17]([O-:19])=[O:18])[CH:16]=3)[N:20]=2)[CH:7]=[CH:6][CH:5]=[CH:4][CH:3]=1, predict the reactants needed to synthesize it. The reactants are: [C:1]([NH:9][CH2:10][C:11]1[CH:16]=[C:15]([N+:17]([O-:19])=[O:18])[CH:14]=[CH:13][C:12]=1[NH2:20])(=O)[C:2]1[CH:7]=[CH:6][CH:5]=[CH:4][CH:3]=1. (2) Given the product [CH2:34]([N:38]1[CH2:43][CH2:42][N:41]([C:32](=[NH:33])[C:28]2[CH:27]=[C:26]([NH:25][C:23](=[O:24])[NH:22][C:19]3[CH:20]=[CH:21][C:16]([S:13]([NH:12][C:6]4[C:5]5[C:10](=[CH:11][C:2]([Cl:1])=[CH:3][CH:4]=5)[N:9]=[CH:8][CH:7]=4)(=[O:14])=[O:15])=[CH:17][CH:18]=3)[CH:31]=[CH:30][CH:29]=2)[CH2:40][CH2:39]1)[CH2:35][CH2:36][CH3:37], predict the reactants needed to synthesize it. The reactants are: [Cl:1][C:2]1[CH:11]=[C:10]2[C:5]([C:6]([NH:12][S:13]([C:16]3[CH:21]=[CH:20][C:19]([NH:22][C:23]([NH:25][C:26]4[CH:31]=[CH:30][CH:29]=[C:28]([C:32]#[N:33])[CH:27]=4)=[O:24])=[CH:18][CH:17]=3)(=[O:15])=[O:14])=[CH:7][CH:8]=[N:9]2)=[CH:4][CH:3]=1.[CH2:34]([N:38]1[CH2:43][CH2:42][NH:41][CH2:40][CH2:39]1)[CH2:35][CH2:36][CH3:37].